From a dataset of Full USPTO retrosynthesis dataset with 1.9M reactions from patents (1976-2016). Predict the reactants needed to synthesize the given product. The reactants are: [CH2:1]([C:3]1[N:4]([C:28]2[CH:33]=[CH:32][C:31]([O:34][C:35]3([CH2:39][OH:40])[CH2:38][CH2:37][CH2:36]3)=[CH:30][CH:29]=2)[C:5](=[O:27])[C:6]([CH2:12][C:13]2[CH:18]=[CH:17][C:16]([C:19]3[C:20]([C:25]#[N:26])=[CH:21][CH:22]=[CH:23][CH:24]=3)=[CH:15][CH:14]=2)=[C:7]([CH2:9][CH2:10][CH3:11])[N:8]=1)[CH3:2].[N:41]1C(C)=CC=CC=1C.FC(F)(F)S(O[Si](C(C)(C)C)(C)C)(=O)=O.[C:64]([O:67]CC)(=[O:66])C. Given the product [CH2:1]([C:3]1[N:4]([C:28]2[CH:33]=[CH:32][C:31]([O:34][C:35]3([CH2:39][OH:40])[CH2:36][CH2:37][CH2:38]3)=[CH:30][CH:29]=2)[C:5](=[O:27])[C:6]([CH2:12][C:13]2[CH:14]=[CH:15][C:16]([C:19]3[CH:24]=[CH:23][CH:22]=[CH:21][C:20]=3[C:25]3[NH:41][C:64](=[O:66])[O:67][N:26]=3)=[CH:17][CH:18]=2)=[C:7]([CH2:9][CH2:10][CH3:11])[N:8]=1)[CH3:2], predict the reactants needed to synthesize it.